From a dataset of Full USPTO retrosynthesis dataset with 1.9M reactions from patents (1976-2016). Predict the reactants needed to synthesize the given product. (1) Given the product [Br:1][C:26]1[C:25]2[CH:29]=[CH:30][C:22]([O:21][CH3:20])=[CH:23][C:24]=2[S:28][CH:27]=1, predict the reactants needed to synthesize it. The reactants are: [Br:1]N1C(=O)CCC1=O.C1(C)C=CC(S(O)(=O)=O)=CC=1.[CH3:20][O:21][C:22]1[CH:30]=[CH:29][C:25]2[CH:26]=[CH:27][S:28][C:24]=2[CH:23]=1. (2) The reactants are: [CH3:1][O:2][C:3]1[CH:4]=[C:5]2[C:10](=[CH:11][C:12]=1[O:13][CH3:14])[N:9]=[CH:8][N:7]=[C:6]2[S:15][C:16]1[CH:17]=[C:18]([CH:20]=[CH:21][CH:22]=1)[NH2:19].[F:23][C:24]([F:45])([F:44])[C:25]([C:28]1[O:32][N:31]=[C:30]([NH:33][C:34](=O)[O:35]C2C=CC(Cl)=CC=2)[CH:29]=1)([CH3:27])[CH3:26].C(OCC)C. Given the product [CH3:1][O:2][C:3]1[CH:4]=[C:5]2[C:10](=[CH:11][C:12]=1[O:13][CH3:14])[N:9]=[CH:8][N:7]=[C:6]2[S:15][C:16]1[CH:17]=[C:18]([NH:19][C:34]([NH:33][C:30]2[CH:29]=[C:28]([C:25]([CH3:27])([CH3:26])[C:24]([F:45])([F:44])[F:23])[O:32][N:31]=2)=[O:35])[CH:20]=[CH:21][CH:22]=1, predict the reactants needed to synthesize it. (3) Given the product [Cl:1][C:2]1[CH:7]=[CH:6][C:5]([C:8]([C:10]2[CH:14]=[CH:13][S:12][C:11]=2[C:15]2[N:19]=[CH:18][N:17]([CH:26]3[CH2:27][CH2:28][CH2:29][CH2:30][O:25]3)[N:16]=2)=[O:9])=[CH:4][CH:3]=1, predict the reactants needed to synthesize it. The reactants are: [Cl:1][C:2]1[CH:7]=[CH:6][C:5]([C:8]([C:10]2[CH:14]=[CH:13][S:12][C:11]=2[C:15]2[NH:19][CH:18]=[N:17][N:16]=2)=[O:9])=[CH:4][CH:3]=1.O1CCCC1.[O:25]1[CH:30]=[CH:29][CH2:28][CH2:27][CH2:26]1.O.C1(C)C=CC(S(O)(=O)=O)=CC=1.